From a dataset of Full USPTO retrosynthesis dataset with 1.9M reactions from patents (1976-2016). Predict the reactants needed to synthesize the given product. Given the product [C:1]([O:5][C:6]([N:8]1[CH2:12][C@@H:11]([N:13]([CH2:21][C:22]2[CH:27]=[C:26]([C:28]([F:31])([F:30])[F:29])[CH:25]=[C:24]([C:32]([F:35])([F:34])[F:33])[CH:23]=2)[C:14]2[N:19]=[CH:18][C:17]([N:38]3[CH:42]=[CH:41][N:40]=[CH:39]3)=[CH:16][N:15]=2)[CH2:10][C@H:9]1[CH2:36][CH3:37])=[O:7])([CH3:4])([CH3:3])[CH3:2], predict the reactants needed to synthesize it. The reactants are: [C:1]([O:5][C:6]([N:8]1[CH2:12][C@@H:11]([N:13]([CH2:21][C:22]2[CH:27]=[C:26]([C:28]([F:31])([F:30])[F:29])[CH:25]=[C:24]([C:32]([F:35])([F:34])[F:33])[CH:23]=2)[C:14]2[N:19]=[CH:18][C:17](Br)=[CH:16][N:15]=2)[CH2:10][C@H:9]1[CH2:36][CH3:37])=[O:7])([CH3:4])([CH3:3])[CH3:2].[NH:38]1[CH:42]=[CH:41][N:40]=[CH:39]1.C([O-])([O-])=O.[K+].[K+].CN(C)CC(O)=O.N.O.